This data is from Reaction yield outcomes from USPTO patents with 853,638 reactions. The task is: Predict the reaction yield, written as a fraction of the theoretical maximum amount of product (1.0 means a 100% yield; for example, 0.34 means a 34% yield). The reactants are [F:1][CH2:2][C:3]([NH:6][C:7]1[N:16]([CH3:17])[C:15](=[O:18])[C:14]2[C:9](=[C:10](I)[CH:11]=[CH:12][CH:13]=2)[N:8]=1)([CH3:5])[CH3:4].[CH3:20][C@@H:21]1[C:25]2[NH:26][C:27](B3OC(C)(C)C(C)(C)O3)=[CH:28][C:24]=2[C:23](=[O:38])[NH:22]1. No catalyst specified. The product is [F:1][CH2:2][C:3]([NH:6][C:7]1[N:16]([CH3:17])[C:15](=[O:18])[C:14]2[C:9](=[C:10]([C:27]3[NH:26][C:25]4[C@@H:21]([CH3:20])[NH:22][C:23](=[O:38])[C:24]=4[CH:28]=3)[CH:11]=[CH:12][CH:13]=2)[N:8]=1)([CH3:5])[CH3:4]. The yield is 0.340.